Dataset: Reaction yield outcomes from USPTO patents with 853,638 reactions. Task: Predict the reaction yield, written as a fraction of the theoretical maximum amount of product (1.0 means a 100% yield; for example, 0.34 means a 34% yield). (1) The reactants are [F:1][C:2]1[CH:10]=[CH:9][CH:8]=[C:7]2[C:3]=1[CH:4]=[C:5]([C:11]([NH2:13])=O)[NH:6]2.[H-].[H-].[H-].[H-].[Li+].[Al+3].[O-]S([O-])(=O)=O.[Na+].[Na+]. The catalyst is C1COCC1. The product is [F:1][C:2]1[CH:10]=[CH:9][CH:8]=[C:7]2[C:3]=1[CH:4]=[C:5]([CH2:11][NH2:13])[NH:6]2. The yield is 0.330. (2) The reactants are [N+:1]([C:4]1[CH:13]=[C:12]2[C:7]([CH2:8][CH2:9][N:10]([C:14]([O:16][C:17]([CH3:20])([CH3:19])[CH3:18])=[O:15])[CH2:11]2)=[CH:6][CH:5]=1)([O-])=O. The catalyst is CO.[Pd]. The product is [NH2:1][C:4]1[CH:13]=[C:12]2[C:7]([CH2:8][CH2:9][N:10]([C:14]([O:16][C:17]([CH3:20])([CH3:19])[CH3:18])=[O:15])[CH2:11]2)=[CH:6][CH:5]=1. The yield is 0.968. (3) The reactants are Cl[C:2]1[N:7]=[C:6]([CH3:8])[C:5]([CH:9]([CH2:14][CH2:15][CH3:16])[C:10]([O:12][CH3:13])=[O:11])=[C:4]([C:17]2[CH:22]=[CH:21][C:20]([CH3:23])=[CH:19][CH:18]=2)[N:3]=1.[N:24]1[C:33]2[C:28](=[C:29](B(O)O)[CH:30]=[CH:31][CH:32]=2)[CH:27]=[CH:26][CH:25]=1.C(N(CC)C(C)C)(C)C. The catalyst is COCCOC.O.C1C=CC([P]([Pd]([P](C2C=CC=CC=2)(C2C=CC=CC=2)C2C=CC=CC=2)([P](C2C=CC=CC=2)(C2C=CC=CC=2)C2C=CC=CC=2)[P](C2C=CC=CC=2)(C2C=CC=CC=2)C2C=CC=CC=2)(C2C=CC=CC=2)C2C=CC=CC=2)=CC=1. The product is [CH3:8][C:6]1[C:5]([CH:9]([CH2:14][CH2:15][CH3:16])[C:10]([O:12][CH3:13])=[O:11])=[C:4]([C:17]2[CH:22]=[CH:21][C:20]([CH3:23])=[CH:19][CH:18]=2)[N:3]=[C:2]([C:29]2[CH:30]=[CH:31][CH:32]=[C:33]3[C:28]=2[CH:27]=[CH:26][CH:25]=[N:24]3)[N:7]=1. The yield is 0.430. (4) The reactants are [CH3:1][C:2]1[N:3]([C:8]2[CH:12]=[C:11]([C:13]([N:15]([O:17][CH3:18])[CH3:16])=[O:14])[NH:10][N:9]=2)[C:4]([CH3:7])=[CH:5][CH:6]=1.Cl[CH2:20][CH2:21][NH:22][C:23](=[O:29])[O:24][C:25]([CH3:28])([CH3:27])[CH3:26].C([O-])([O-])=O.[Na+].[Na+].CN(C=O)C. The catalyst is O. The product is [CH3:1][C:2]1[N:3]([C:8]2[CH:12]=[C:11]([C:13](=[O:14])[N:15]([O:17][CH3:18])[CH3:16])[N:10]([CH2:20][CH2:21][NH:22][C:23](=[O:29])[O:24][C:25]([CH3:28])([CH3:27])[CH3:26])[N:9]=2)[C:4]([CH3:7])=[CH:5][CH:6]=1. The yield is 0.660. (5) The reactants are [N+:1]([C:4]1[CH:19]=[CH:18][C:17]([O:20][CH3:21])=[CH:16][C:5]=1[C:6]([NH:8][C:9]1[CH:14]=[CH:13][C:12]([Cl:15])=[CH:11][N:10]=1)=[O:7])([O-])=O.[H][H]. The catalyst is [C].[Pt].ClCCl. The product is [NH2:1][C:4]1[CH:19]=[CH:18][C:17]([O:20][CH3:21])=[CH:16][C:5]=1[C:6]([NH:8][C:9]1[CH:14]=[CH:13][C:12]([Cl:15])=[CH:11][N:10]=1)=[O:7]. The yield is 0.895. (6) The reactants are [N:1]([C:4]([C:7]1[CH:8]=[C:9]2[C:14](=[CH:15][CH:16]=1)[N:13]=[CH:12][CH:11]=[CH:10]2)([CH3:6])[CH3:5])=[N+]=[N-].[H][H]. The catalyst is C(O)C.[Pd]. The product is [N:13]1[C:14]2[C:9](=[CH:8][C:7]([C:4]([NH2:1])([CH3:5])[CH3:6])=[CH:16][CH:15]=2)[CH:10]=[CH:11][CH:12]=1. The yield is 0.900. (7) The reactants are [CH:1]1([CH2:4][CH2:5][N:6]2[C:11](=[O:12])[CH2:10][C:9](=[O:13])[N:8]([CH2:14][CH2:15][CH:16]3[CH2:18][CH2:17]3)[C:7]2=[O:19])[CH2:3][CH2:2]1.C(N(C(C)C)CC)(C)C.[N:29]([CH2:32][C:33]([O:35]CC)=[O:34])=[C:30]=[O:31]. The catalyst is ClCCl. The product is [CH:16]1([CH2:15][CH2:14][N:8]2[C:9]([OH:13])=[C:10]([C:30]([NH:29][CH2:32][C:33]([OH:35])=[O:34])=[O:31])[C:11](=[O:12])[N:6]([CH2:5][CH2:4][CH:1]3[CH2:2][CH2:3]3)[C:7]2=[O:19])[CH2:18][CH2:17]1. The yield is 0.760. (8) The reactants are [CH3:1][CH:2]([CH3:24])[CH2:3][CH2:4][O:5][CH2:6][C:7]1[N:12]=[C:11]([NH2:13])[N:10]=[C:9]([NH2:14])[C:8]=1[C:15]1[CH:20]=[CH:19][C:18]([N+:21]([O-])=O)=[CH:17][CH:16]=1. The catalyst is [Pd].C(O)(=O)C. The product is [NH2:21][C:18]1[CH:17]=[CH:16][C:15]([C:8]2[C:9]([NH2:14])=[N:10][C:11]([NH2:13])=[N:12][C:7]=2[CH2:6][O:5][CH2:4][CH2:3][CH:2]([CH3:1])[CH3:24])=[CH:20][CH:19]=1. The yield is 0.920.